This data is from NCI-60 drug combinations with 297,098 pairs across 59 cell lines. The task is: Regression. Given two drug SMILES strings and cell line genomic features, predict the synergy score measuring deviation from expected non-interaction effect. (1) Drug 1: C1CCN(CC1)CCOC2=CC=C(C=C2)C(=O)C3=C(SC4=C3C=CC(=C4)O)C5=CC=C(C=C5)O. Drug 2: CCC1(CC2CC(C3=C(CCN(C2)C1)C4=CC=CC=C4N3)(C5=C(C=C6C(=C5)C78CCN9C7C(C=CC9)(C(C(C8N6C=O)(C(=O)OC)O)OC(=O)C)CC)OC)C(=O)OC)O.OS(=O)(=O)O. Cell line: OVCAR3. Synergy scores: CSS=50.8, Synergy_ZIP=9.97, Synergy_Bliss=8.41, Synergy_Loewe=-46.1, Synergy_HSA=6.85. (2) Drug 1: C1=CC=C(C(=C1)C(C2=CC=C(C=C2)Cl)C(Cl)Cl)Cl. Drug 2: CN(C(=O)NC(C=O)C(C(C(CO)O)O)O)N=O. Cell line: SNB-19. Synergy scores: CSS=0.971, Synergy_ZIP=1.01, Synergy_Bliss=0.802, Synergy_Loewe=0.977, Synergy_HSA=-0.284. (3) Drug 1: C1C(C(OC1N2C=NC3=C(N=C(N=C32)Cl)N)CO)O. Drug 2: CC12CCC3C(C1CCC2OP(=O)(O)O)CCC4=C3C=CC(=C4)OC(=O)N(CCCl)CCCl.[Na+]. Cell line: K-562. Synergy scores: CSS=58.9, Synergy_ZIP=-3.09, Synergy_Bliss=-4.75, Synergy_Loewe=0.934, Synergy_HSA=2.38. (4) Drug 1: CC1C(C(CC(O1)OC2CC(OC(C2O)C)OC3=CC4=CC5=C(C(=O)C(C(C5)C(C(=O)C(C(C)O)O)OC)OC6CC(C(C(O6)C)O)OC7CC(C(C(O7)C)O)OC8CC(C(C(O8)C)O)(C)O)C(=C4C(=C3C)O)O)O)O. Drug 2: CC1=C(C(=O)C2=C(C1=O)N3CC4C(C3(C2COC(=O)N)OC)N4)N. Cell line: NCI/ADR-RES. Synergy scores: CSS=13.4, Synergy_ZIP=-8.80, Synergy_Bliss=-2.08, Synergy_Loewe=-2.62, Synergy_HSA=-0.370.